This data is from Catalyst prediction with 721,799 reactions and 888 catalyst types from USPTO. The task is: Predict which catalyst facilitates the given reaction. (1) Reactant: [F:1][C:2]([F:21])([F:20])[C:3]([N:5]1[CH2:10][CH2:9][CH:8]([NH:11][NH:12]C(OC(C)(C)C)=O)[CH2:7][CH2:6]1)=[O:4].[F:22][C:23]([F:28])([F:27])[C:24]([OH:26])=[O:25]. Product: [F:21][C:2]([F:1])([F:20])[C:3]([N:5]1[CH2:10][CH2:9][CH:8]([NH:11][NH2:12])[CH2:7][CH2:6]1)=[O:4].[F:22][C:23]([F:28])([F:27])[C:24]([O-:26])=[O:25]. The catalyst class is: 4. (2) Reactant: [Cl:1][C:2]1[CH:3]=[N:4][C:5]([OH:8])=[N:6][CH:7]=1.[F:9][C:10]1[CH:15]=[CH:14][C:13]([C:16]([CH:18]([C:20]2[CH:25]=[CH:24][C:23]([F:26])=[CH:22][CH:21]=2)O)=[O:17])=[CH:12][CH:11]=1.C1(P(C2C=CC=CC=2)C2C=CC=CC=2)C=CC=CC=1. Product: [F:9][C:10]1[CH:15]=[CH:14][C:13]([C:16]([CH:18]([O:8][C:5]2[N:6]=[CH:7][C:2]([Cl:1])=[CH:3][N:4]=2)[C:20]2[CH:21]=[CH:22][C:23]([F:26])=[CH:24][CH:25]=2)=[O:17])=[CH:12][CH:11]=1. The catalyst class is: 1. (3) Reactant: C([O:3][C:4]([C:6]1[CH:11]=[CH:10][C:9]([C:12]2[CH:17]=[CH:16][C:15]([F:18])=[CH:14][CH:13]=2)=[C:8]([O:19][CH2:20][CH3:21])[CH:7]=1)=O)C.[H-].C([Al+]CC(C)C)C(C)C. Product: [CH2:20]([O:19][C:8]1[CH:7]=[C:6]([CH2:4][OH:3])[CH:11]=[CH:10][C:9]=1[C:12]1[CH:13]=[CH:14][C:15]([F:18])=[CH:16][CH:17]=1)[CH3:21]. The catalyst class is: 1. (4) Reactant: CC1(C)C(C)(C)OB([C:9]2[CH:10]=[CH:11][C:12]([N:15]3[CH2:20][CH2:19][N:18]([C:21]([O:23][C:24]([CH3:27])([CH3:26])[CH3:25])=[O:22])[CH2:17][CH:16]3[C:28]([F:31])([F:30])[F:29])=[N:13][CH:14]=2)O1.Br[C:34]1[CH:39]=[CH:38][C:37]([N:40]2[C:44](=[O:45])[N:43]([CH2:46][CH2:47][CH3:48])[N:42]=[CH:41]2)=[C:36]([F:49])[CH:35]=1.C(=O)([O-])[O-].[Na+].[Na+]. Product: [F:49][C:36]1[CH:35]=[C:34]([C:9]2[CH:10]=[CH:11][C:12]([N:15]3[CH2:20][CH2:19][N:18]([C:21]([O:23][C:24]([CH3:27])([CH3:25])[CH3:26])=[O:22])[CH2:17][CH:16]3[C:28]([F:29])([F:30])[F:31])=[N:13][CH:14]=2)[CH:39]=[CH:38][C:37]=1[N:40]1[C:44](=[O:45])[N:43]([CH2:46][CH2:47][CH3:48])[N:42]=[CH:41]1. The catalyst class is: 427. (5) Reactant: Br[C:2]1[CH:10]=[CH:9][CH:8]=[C:7]2[C:3]=1[C:4]([C:15]([N:17]1[CH2:22][CH2:21][CH:20]([C:23]3[CH:24]=[C:25]([CH:34]=[CH:35][C:36]=3[F:37])[CH2:26][NH:27][C:28](=[O:33])[C:29]([F:32])([F:31])[F:30])[CH2:19][CH2:18]1)=[O:16])=[CH:5][N:6]2[CH2:11][CH2:12][O:13][CH3:14].[N:38]1[CH:43]=[CH:42][C:41](B(O)O)=[CH:40][C:39]=1[CH3:47].C(=O)([O-])[O-].[Cs+].[Cs+].C(Cl)Cl. Product: [F:30][C:29]([F:32])([F:31])[C:28]([NH:27][CH2:26][C:25]1[CH:34]=[CH:35][C:36]([F:37])=[C:23]([CH:20]2[CH2:19][CH2:18][N:17]([C:15]([C:4]3[C:3]4[C:7](=[CH:8][CH:9]=[CH:10][C:2]=4[C:41]4[CH:42]=[CH:43][N:38]=[C:39]([CH3:47])[CH:40]=4)[N:6]([CH2:11][CH2:12][O:13][CH3:14])[CH:5]=3)=[O:16])[CH2:22][CH2:21]2)[CH:24]=1)=[O:33]. The catalyst class is: 117.